Predict the reactants needed to synthesize the given product. From a dataset of Full USPTO retrosynthesis dataset with 1.9M reactions from patents (1976-2016). Given the product [Cl:1][C:2]1[C:11]2[C:6](=[CH:7][CH:8]=[C:9]([S:12]([N:17]3[CH2:22][CH2:21][CH2:20][CH2:19][C@@H:18]3[C:23]([O:25][C:26]([CH3:29])([CH3:28])[CH3:27])=[O:24])(=[O:14])=[O:13])[CH:10]=2)[C:5]([Cl:16])=[CH:4][N:3]=1, predict the reactants needed to synthesize it. The reactants are: [Cl:1][C:2]1[C:11]2[C:6](=[CH:7][CH:8]=[C:9]([S:12](Cl)(=[O:14])=[O:13])[CH:10]=2)[C:5]([Cl:16])=[CH:4][N:3]=1.[NH:17]1[CH2:22][CH2:21][CH2:20][CH2:19][C@@H:18]1[C:23]([O:25][C:26]([CH3:29])([CH3:28])[CH3:27])=[O:24].C(N(CC)CC)C.